From a dataset of Forward reaction prediction with 1.9M reactions from USPTO patents (1976-2016). Predict the product of the given reaction. Given the reactants [CH:1]1[C:10]2[C:5](=[CH:6][CH:7]=[CH:8][CH:9]=2)[CH:4]=[C:3]([NH:11][C:12](=[O:28])[C:13]2[CH:18]=[CH:17][CH:16]=[CH:15][C:14]=2[N:19]([C:21]2[CH:26]=[CH:25][N:24]=[CH:23][C:22]=2Br)[CH3:20])[N:2]=1.C(O)C.C(=O)([O-])[O-].[Na+].[Na+].[N:38]1[CH:43]=[CH:42][CH:41]=[C:40](B(O)O)[CH:39]=1, predict the reaction product. The product is: [CH:1]1[C:10]2[C:5](=[CH:6][CH:7]=[CH:8][CH:9]=2)[CH:4]=[C:3]([NH:11][C:12](=[O:28])[C:13]2[CH:18]=[CH:17][CH:16]=[CH:15][C:14]=2[N:19]([C:21]2[CH:26]=[CH:25][N:24]=[CH:23][C:22]=2[C:40]2[CH:39]=[N:38][CH:43]=[CH:42][CH:41]=2)[CH3:20])[N:2]=1.